The task is: Predict the reaction yield, written as a fraction of the theoretical maximum amount of product (1.0 means a 100% yield; for example, 0.34 means a 34% yield).. This data is from Reaction yield outcomes from USPTO patents with 853,638 reactions. (1) The reactants are [OH-].[Na+].[N+:3]([CH3:6])([O-:5])=[O:4].O1CCCCC1OCCO[C:17]1[C:18]([B:25]2[O:29][C:28](C)(C)[C:27]([CH3:33])(C)[O:26]2)=[C:19](C=[CH:23][CH:24]=1)[CH:20]=[O:21].Cl. The catalyst is O.[Br-].C([N+](C)(C)C)CCCCCCCCCCCCCCC. The product is [N+:3]([CH2:6][CH:27]1[O:26][B:25]2[O:29][CH2:28][C:19]3[CH2:20][O:21][CH:23]=[CH:24][C:17]([C:18]=32)=[CH:33]1)([O-:5])=[O:4]. The yield is 0.510. (2) The reactants are Cl[C:2]1[C:7]([N+:8]([O-:10])=[O:9])=[CH:6][N:5]=[C:4]2[CH:11]=[CH:12][S:13][C:3]=12.[C:14]([O:17][CH2:18][CH:19]1[CH:24]=[CH:23][C@H:22]([NH2:25])[CH2:21][O:20]1)(=[O:16])[CH3:15].C(N(CC)C(C)C)(C)C. The catalyst is C(O)(C)C. The product is [C:14]([O:17][CH2:18][CH:19]1[CH:24]=[CH:23][C@H:22]([NH:25][C:2]2[C:7]([N+:8]([O-:10])=[O:9])=[CH:6][N:5]=[C:4]3[CH:11]=[CH:12][S:13][C:3]=23)[CH2:21][O:20]1)(=[O:16])[CH3:15]. The yield is 0.830. (3) The reactants are [N+:1]([C:4]1[CH:5]=[C:6]2[C:10](=[CH:11][CH:12]=1)[NH:9][CH:8]=[C:7]2[CH2:13][CH:14]1C(=O)O[C:17](C)([CH3:21])[O:16][C:15]1=[O:23])([O-:3])=[O:2].C(O)C. The catalyst is N1C=CC=CC=1.[Cu]. The product is [N+:1]([C:4]1[CH:5]=[C:6]2[C:10](=[CH:11][CH:12]=1)[NH:9][CH:8]=[C:7]2[CH2:13][CH2:14][C:15]([O:16][CH2:17][CH3:21])=[O:23])([O-:3])=[O:2]. The yield is 0.890. (4) The reactants are C[O:2][C:3]([C:5]1([CH2:10][CH2:11][CH2:12][CH2:13][Cl:14])[CH2:9][CH2:8][CH2:7][CH2:6]1)=[O:4].[OH-].[Na+].C1C[O:20][CH2:19]C1. The catalyst is CO. The product is [Cl:14][CH2:13][CH2:12][CH2:11][CH2:10][C:5]1([C:3]([OH:4])=[O:2])[CH2:6][CH2:7][CH2:8][CH2:9]1.[CH3:19][O:20][CH2:13][CH2:12][CH2:11][CH2:10][C:5]1([C:3]([OH:2])=[O:4])[CH2:9][CH2:8][CH2:7][CH2:6]1. The yield is 0.680. (5) The yield is 0.609. The reactants are BrC1C=CC(S(O[CH:12]2[CH2:17][CH2:16][CH2:15][CH:14]([C:18]([O:20][CH2:21][CH3:22])=[O:19])[CH2:13]2)(=O)=O)=CC=1.CC([O-])(C)C.[K+].N#N.CC(=O)OCC. The product is [C:14]12([C:18]([O:20][CH2:21][CH3:22])=[O:19])[CH2:13][CH:12]1[CH2:17][CH2:16][CH2:15]2. The catalyst is CC(O)(C)C. (6) The reactants are [CH:1]1([C:6]2[C:14]3[C:9](=[CH:10][C:11]([C:15](OC)=[O:16])=[CH:12][CH:13]=3)[N:8]([CH3:19])[CH:7]=2)[CH2:5][CH2:4][CH2:3][CH2:2]1.[CH3:20][CH:21]([CH3:23])[O-:22].[Li+].O. The catalyst is CC(O)C. The product is [CH:1]1([C:6]2[C:14]3[C:9](=[CH:10][C:11]([C:15]([O:22][CH:21]([CH3:23])[CH3:20])=[O:16])=[CH:12][CH:13]=3)[N:8]([CH3:19])[CH:7]=2)[CH2:2][CH2:3][CH2:4][CH2:5]1. The yield is 0.950.